Dataset: Reaction yield outcomes from USPTO patents with 853,638 reactions. Task: Predict the reaction yield, written as a fraction of the theoretical maximum amount of product (1.0 means a 100% yield; for example, 0.34 means a 34% yield). (1) The reactants are [NH2:1][C:2]1[CH:29]=[CH:28][C:5]([O:6][C:7]2[CH:12]=[CH:11][N:10]=[C:9]([NH:13][C:14]([N:16]3[CH2:21][CH2:20][N:19]([CH2:22][CH2:23][N:24]4[CH2:27][CH2:26][CH2:25]4)[CH2:18][CH2:17]3)=[O:15])[CH:8]=2)=[CH:4][CH:3]=1.[C@]12(CS(O)(=O)=O)C(C)(C)C(CC1)CC2=O.[F:45][C:46]1[CH:51]=[CH:50][C:49]([CH2:52][C:53]([N:55]=[C:56]=[S:57])=[O:54])=[CH:48][CH:47]=1.C(OCC)C. The catalyst is C(O)C.C1(C)C=CC=CC=1.CCCCCC. The product is [F:45][C:46]1[CH:47]=[CH:48][C:49]([CH2:52][C:53]([NH:55][C:56](=[S:57])[NH:1][C:2]2[CH:3]=[CH:4][C:5]([O:6][C:7]3[CH:12]=[CH:11][N:10]=[C:9]([NH:13][C:14]([N:16]4[CH2:21][CH2:20][N:19]([CH2:22][CH2:23][N:24]5[CH2:27][CH2:26][CH2:25]5)[CH2:18][CH2:17]4)=[O:15])[CH:8]=3)=[CH:28][CH:29]=2)=[O:54])=[CH:50][CH:51]=1. The yield is 0.362. (2) The reactants are C(N(CC)CC)C.[Cl:8][C:9]1[C:10]([N:15]2[CH:19]([C:20]([O:22][CH2:23][CH3:24])=[O:21])[CH2:18][C:17](=[O:25])[NH:16]2)=[N:11][CH:12]=[CH:13][CH:14]=1.[C:26]1([CH3:36])[CH:31]=[CH:30][C:29]([S:32](Cl)(=[O:34])=[O:33])=[CH:28][CH:27]=1. The catalyst is ClCCl.C1(C)C=CC(S(Cl)(=O)=O)=CC=1.C(N(CC)CC)C. The product is [Cl:8][C:9]1[C:10]([N:15]2[CH:19]([C:20]([O:22][CH2:23][CH3:24])=[O:21])[CH2:18][C:17]([O:25][S:32]([C:29]3[CH:30]=[CH:31][C:26]([CH3:36])=[CH:27][CH:28]=3)(=[O:34])=[O:33])=[N:16]2)=[N:11][CH:12]=[CH:13][CH:14]=1. The yield is 0.870.